Task: Predict the reaction yield, written as a fraction of the theoretical maximum amount of product (1.0 means a 100% yield; for example, 0.34 means a 34% yield).. Dataset: Reaction yield outcomes from USPTO patents with 853,638 reactions (1) The reactants are [N+:1]([C:4]1[CH:5]=[C:6]([C:11]([F:14])([F:13])[F:12])[C:7](O)=[N:8][CH:9]=1)([O-:3])=[O:2].O=S(Cl)[Cl:17].CN(C=O)C. No catalyst specified. The product is [Cl:17][C:7]1[C:6]([C:11]([F:14])([F:13])[F:12])=[CH:5][C:4]([N+:1]([O-:3])=[O:2])=[CH:9][N:8]=1. The yield is 0.551. (2) The reactants are Br[C:2]1[N:3]([C:21]([O:23][C:24]([CH3:27])([CH3:26])[CH3:25])=[O:22])[C:4]2[C:9]([C:10]=1[CH:11]1[CH2:16][CH2:15][CH2:14][CH2:13][CH2:12]1)=[CH:8][CH:7]=[C:6]([C:17]([O:19][CH3:20])=[O:18])[CH:5]=2.[Li]CCCC.[CH2:33]([Sn:37]([CH2:43][CH2:44][CH2:45][CH3:46])([CH2:39][CH2:40][CH2:41][CH3:42])Cl)[CH2:34][CH2:35][CH3:36]. No catalyst specified. The product is [CH:11]1([C:10]2[C:9]3[C:4](=[CH:5][C:6]([C:17]([O:19][CH3:20])=[O:18])=[CH:7][CH:8]=3)[N:3]([C:21]([O:23][C:24]([CH3:27])([CH3:26])[CH3:25])=[O:22])[C:2]=2[Sn:37]([CH2:39][CH2:40][CH2:41][CH3:42])([CH2:43][CH2:44][CH2:45][CH3:46])[CH2:33][CH2:34][CH2:35][CH3:36])[CH2:16][CH2:15][CH2:14][CH2:13][CH2:12]1. The yield is 0.650.